This data is from Retrosynthesis with 50K atom-mapped reactions and 10 reaction types from USPTO. The task is: Predict the reactants needed to synthesize the given product. (1) Given the product Cc1cc(C(C)N)ccc1C(C)(C)C#N, predict the reactants needed to synthesize it. The reactants are: CC(=O)c1ccc(C(C)(C)C#N)c(C)c1.N. (2) Given the product Nc1ccc(Oc2ccccc2)c(F)c1N, predict the reactants needed to synthesize it. The reactants are: Nc1c([N+](=O)[O-])ccc(Oc2ccccc2)c1F. (3) The reactants are: CCOC(=O)CN1CCC(C2CCNCC2)CC1.CCc1ccc(C[C@@H](NC(=O)N2CCC(N3CCc4ccccc4NC3=O)CC2)C(=O)O)cc1CC. Given the product CCOC(=O)CN1CCC(C2CCN(C(=O)[C@@H](Cc3ccc(CC)c(CC)c3)NC(=O)N3CCC(N4CCc5ccccc5NC4=O)CC3)CC2)CC1, predict the reactants needed to synthesize it. (4) The reactants are: COc1ccccc1S(=O)(=O)N1CCN(c2cnc3ccc(Br)cc3n2)CC1.COc1ncc(Br)cc1NS(=O)(=O)C1CC1. Given the product COc1ccccc1S(=O)(=O)N1CCN(c2cnc3ccc(-c4cnc(OC)c(NS(=O)(=O)C5CC5)c4)cc3n2)CC1, predict the reactants needed to synthesize it. (5) Given the product Nc1cc2c(cc1N)OCCCO2, predict the reactants needed to synthesize it. The reactants are: Nc1cc2c(cc1[N+](=O)[O-])OCCCO2. (6) Given the product COc1ccc(CNc2ccc(OC)cc2C(=O)c2cccc(F)c2)c(OC)c1, predict the reactants needed to synthesize it. The reactants are: COc1ccc(C=O)c(OC)c1.COc1ccc(N)c(C(=O)c2cccc(F)c2)c1. (7) Given the product N#Cc1ccc2[nH]cnc2c1, predict the reactants needed to synthesize it. The reactants are: N#Cc1ccc(N)c(N)c1.O=CO. (8) Given the product CCn1nc(COc2ccc(F)cc2)cc1-c1cccc(C(C)(C)NS(=O)(=O)NC2CCC2)c1, predict the reactants needed to synthesize it. The reactants are: CCn1nc(COc2ccc(F)cc2)cc1-c1cccc(C(C)(C)N)c1.O=S(=O)(Cl)NC1CCC1. (9) Given the product Cc1cc(-c2ccccc2C(F)(F)F)cc(N)c1N, predict the reactants needed to synthesize it. The reactants are: Cc1cc(-c2ccccc2C(F)(F)F)cc([N+](=O)[O-])c1N.